From a dataset of Reaction yield outcomes from USPTO patents with 853,638 reactions. Predict the reaction yield, written as a fraction of the theoretical maximum amount of product (1.0 means a 100% yield; for example, 0.34 means a 34% yield). (1) The reactants are CC1(C)COB([C:8]2[CH:9]=[CH:10][C:11]([F:23])=[C:12]([C:14]3[C:15]([C:21]#[N:22])=[CH:16][C:17]([F:20])=[CH:18][CH:19]=3)[CH:13]=2)OC1.Br[C:26]1[N:30]2[N:31]=[CH:32][C:33]([C:35]([OH:38])([CH3:37])[CH3:36])=[N:34][C:29]2=[N:28][CH:27]=1. No catalyst specified. The product is [F:20][C:17]1[CH:16]=[C:15]([C:21]#[N:22])[C:14]([C:12]2[CH:13]=[C:8]([C:26]3[N:30]4[N:31]=[CH:32][C:33]([C:35]([OH:38])([CH3:36])[CH3:37])=[N:34][C:29]4=[N:28][CH:27]=3)[CH:9]=[CH:10][C:11]=2[F:23])=[CH:19][CH:18]=1. The yield is 0.540. (2) The reactants are [C:1]([C:3]1[CH:8]=[CH:7][CH:6]=[CH:5][C:4]=1[C:9]1[CH:14]=[CH:13][C:12]([C:15](OCC)=O)=[CH:11][C:10]=1[O:20][CH3:21])#[N:2].[BH4-].[Li+].[C:24]([O:27][CH2:28][CH3:29])(=[O:26])[CH3:25].[Cl-].[NH4+]. The catalyst is O1CCCC1. The product is [C:1]([C:3]1[CH:8]=[CH:7][CH:6]=[CH:5][C:4]=1[C:9]1[CH:14]=[CH:13][C:12]([CH2:15][CH:25]([C:10](=[O:20])[CH2:9][CH2:4][CH3:3])[C:24]([O:27][CH2:28][CH3:29])=[O:26])=[CH:11][C:10]=1[O:20][CH3:21])#[N:2]. The yield is 0.850.